This data is from Forward reaction prediction with 1.9M reactions from USPTO patents (1976-2016). The task is: Predict the product of the given reaction. (1) Given the reactants C(OC([NH:11][CH2:12][C:13]([NH:15][CH2:16][CH2:17][CH2:18][C@@H:19]([C:28]([NH:30][CH2:31][CH2:32][NH:33][C:34]([O:36][C:37]([CH3:40])([CH3:39])[CH3:38])=[O:35])=[O:29])[NH:20][C:21]([O:23][C:24]([CH3:27])([CH3:26])[CH3:25])=[O:22])=[O:14])=O)C1C=CC=CC=1, predict the reaction product. The product is: [NH2:11][CH2:12][C:13]([NH:15][CH2:16][CH2:17][CH2:18][C@@H:19]([C:28]([NH:30][CH2:31][CH2:32][NH:33][C:34]([O:36][C:37]([CH3:40])([CH3:39])[CH3:38])=[O:35])=[O:29])[NH:20][C:21]([O:23][C:24]([CH3:26])([CH3:27])[CH3:25])=[O:22])=[O:14]. (2) The product is: [F:11][C:9]([F:10])([F:12])[C:7]1[CH:6]=[C:5]([C:13]([CH3:43])([CH3:42])[C:14]([N:16]([C:18]2[CH:19]=[N:20][C:21]([N:32]3[CH2:36][CH2:35][CH:34]([N:37]([CH2:49][CH3:50])[S:38]([CH3:41])(=[O:40])=[O:39])[CH2:33]3)=[CH:22][C:23]=2[C:24]2[CH:29]=[CH:28][C:27]([F:30])=[CH:26][C:25]=2[CH3:31])[CH3:17])=[O:15])[CH:4]=[C:3]([C:2]([F:1])([F:44])[F:45])[CH:8]=1. Given the reactants [F:1][C:2]([F:45])([F:44])[C:3]1[CH:4]=[C:5]([C:13]([CH3:43])([CH3:42])[C:14]([N:16]([C:18]2[CH:19]=[N:20][C:21]([N:32]3[CH2:36][CH2:35][C@H:34]([NH:37][S:38]([CH3:41])(=[O:40])=[O:39])[CH2:33]3)=[CH:22][C:23]=2[C:24]2[CH:29]=[CH:28][C:27]([F:30])=[CH:26][C:25]=2[CH3:31])[CH3:17])=[O:15])[CH:6]=[C:7]([C:9]([F:12])([F:11])[F:10])[CH:8]=1.[H-].[Na+].I[CH2:49][CH3:50].COC(C)(C)C, predict the reaction product. (3) Given the reactants [F:1][C:2]1[N:7]=[C:6]([NH2:8])[CH:5]=[CH:4][CH:3]=1.ClC(Cl)(Cl)[C:11](=[O:13])[CH3:12].[CH3:16]OCCOC, predict the reaction product. The product is: [F:1][C:2]1[N:7]2[CH:16]=[C:12]([CH:11]=[O:13])[N:8]=[C:6]2[CH:5]=[CH:4][CH:3]=1. (4) The product is: [ClH:28].[NH2:20][C@@H:18]1[CH2:19][C@H:17]1[C:14]1[CH:15]=[CH:16][C:11]([NH:10][C:8](=[O:9])[C:4]2[CH:5]=[CH:6][CH:7]=[C:2]([Br:1])[CH:3]=2)=[CH:12][CH:13]=1. Given the reactants [Br:1][C:2]1[CH:3]=[C:4]([C:8]([NH:10][C:11]2[CH:16]=[CH:15][C:14]([C@@H:17]3[CH2:19][C@H:18]3[NH:20]C(=O)OC(C)(C)C)=[CH:13][CH:12]=2)=[O:9])[CH:5]=[CH:6][CH:7]=1.[ClH:28].C(OCC)(=O)C, predict the reaction product. (5) Given the reactants [F:1][C:2]([F:44])([F:43])[C:3]1[CH:4]=[C:5]([C:13]([CH3:42])([CH3:41])[C:14]([N:16]([CH3:40])[C:17]2[C:18]([C:32]3[CH:37]=[CH:36][C:35]([F:38])=[CH:34][C:33]=3[CH3:39])=[CH:19][C:20]([C@H:23]3[NH:27][C@@:26]([CH3:31])([C:28]([NH2:30])=[O:29])[CH2:25][CH2:24]3)=[N:21][CH:22]=2)=[O:15])[CH:6]=[C:7]([C:9]([F:12])([F:11])[F:10])[CH:8]=1.[ClH:45], predict the reaction product. The product is: [ClH:45].[F:44][C:2]([F:1])([F:43])[C:3]1[CH:4]=[C:5]([C:13]([CH3:41])([CH3:42])[C:14]([N:16]([CH3:40])[C:17]2[C:18]([C:32]3[CH:37]=[CH:36][C:35]([F:38])=[CH:34][C:33]=3[CH3:39])=[CH:19][C:20]([C@H:23]3[NH:27][C@@:26]([CH3:31])([C:28]([NH2:30])=[O:29])[CH2:25][CH2:24]3)=[N:21][CH:22]=2)=[O:15])[CH:6]=[C:7]([C:9]([F:10])([F:11])[F:12])[CH:8]=1. (6) Given the reactants [Br:1][C:2]1[CH:7]=[CH:6][C:5]([OH:8])=[CH:4][CH:3]=1.[H-].[Na+].Br[C:12]1[C:13]2[CH:29]=[CH:28][C:27]([O:30][CH3:31])=[CH:26][C:14]=2[S:15](=[O:25])[C:16]=1[C:17]1[CH:22]=[CH:21][C:20]([O:23][CH3:24])=[CH:19][CH:18]=1, predict the reaction product. The product is: [Br:1][C:2]1[CH:7]=[CH:6][C:5]([O:8][C:12]2[C:13]3[CH:29]=[CH:28][C:27]([O:30][CH3:31])=[CH:26][C:14]=3[S:15](=[O:25])[C:16]=2[C:17]2[CH:22]=[CH:21][C:20]([O:23][CH3:24])=[CH:19][CH:18]=2)=[CH:4][CH:3]=1. (7) Given the reactants Br[C:2]1[N:7]=[C:6]([CH2:8][C:9]2([C:22]([O:24][CH2:25][CH3:26])=[O:23])[CH2:14][CH2:13][N:12]([C:15]([O:17][C:18]([CH3:21])([CH3:20])[CH3:19])=[O:16])[CH2:11][CH2:10]2)[CH:5]=[CH:4][CH:3]=1.[C:27]([N:31]1[C:35]([NH2:36])=[CH:34][CH:33]=[N:32]1)([CH3:30])([CH3:29])[CH3:28].CC1(C)C2C=CC=C(P(C3C=CC=CC=3)C3C=CC=CC=3)C=2OC2C1=CC=CC=2P(C1C=CC=CC=1)C1C=CC=CC=1.P([O-])([O-])([O-])=O.[K+].[K+].[K+], predict the reaction product. The product is: [C:27]([N:31]1[C:35]([NH:36][C:2]2[N:7]=[C:6]([CH2:8][C:9]3([C:22]([O:24][CH2:25][CH3:26])=[O:23])[CH2:14][CH2:13][N:12]([C:15]([O:17][C:18]([CH3:21])([CH3:20])[CH3:19])=[O:16])[CH2:11][CH2:10]3)[CH:5]=[CH:4][CH:3]=2)=[CH:34][CH:33]=[N:32]1)([CH3:30])([CH3:29])[CH3:28]. (8) Given the reactants [F:1][C:2]1[CH:3]=[C:4]([C:12]2[N:13]=[C:14]([NH:17]C(=O)C)[NH:15][CH:16]=2)[CH:5]=[CH:6][C:7]=1[C:8]([F:11])([F:10])[F:9].C(=O)([O-])[O-].[K+].[K+], predict the reaction product. The product is: [F:1][C:2]1[CH:3]=[C:4]([C:12]2[N:13]=[C:14]([NH2:17])[NH:15][CH:16]=2)[CH:5]=[CH:6][C:7]=1[C:8]([F:11])([F:9])[F:10]. (9) Given the reactants [CH3:1][C:2](=[N:4][OH:5])[CH3:3].C([O-])(C)(C)C.[K+].[CH3:12][O:13][C:14]1[CH:19]=[C:18]([O:20][CH3:21])[CH:17]=[CH:16][C:15]=1[C:22]([C:24]1[CH:29]=[CH:28][CH:27]=[CH:26][C:25]=1F)=[O:23], predict the reaction product. The product is: [CH3:12][O:13][C:14]1[CH:19]=[C:18]([O:20][CH3:21])[CH:17]=[CH:16][C:15]=1[C:22]([C:24]1[CH:29]=[CH:28][CH:27]=[CH:26][C:25]=1[O:5][N:4]=[C:2]([CH3:3])[CH3:1])=[O:23].